From a dataset of Full USPTO retrosynthesis dataset with 1.9M reactions from patents (1976-2016). Predict the reactants needed to synthesize the given product. The reactants are: [Br:1][C:2]1[CH:7]=[C:6]([F:8])[CH:5]=[CH:4][C:3]=1[CH:9]([NH:11][C:12](=O)[CH:13]([F:15])[F:14])[CH3:10]. Given the product [Br:1][C:2]1[CH:7]=[C:6]([F:8])[CH:5]=[CH:4][C:3]=1[CH:9]([NH:11][CH2:12][CH:13]([F:15])[F:14])[CH3:10], predict the reactants needed to synthesize it.